From a dataset of Full USPTO retrosynthesis dataset with 1.9M reactions from patents (1976-2016). Predict the reactants needed to synthesize the given product. (1) Given the product [N:5]1[C:4]2[S:8][CH:9]=[CH:10][C:3]=2[C:2]([NH2:21])=[N:7][CH:6]=1, predict the reactants needed to synthesize it. The reactants are: Cl[C:2]1[C:3]2[CH:10]=[CH:9][S:8][C:4]=2[N:5]=[CH:6][N:7]=1.C(O)C.C(=O)([O-])[O-].C([N:21](C(C)C)CC)(C)C. (2) Given the product [CH3:1][N:2]1[C:6]([C:7]([O:9][CH3:14])=[O:8])=[CH:5][CH:4]=[N:3]1, predict the reactants needed to synthesize it. The reactants are: [CH3:1][N:2]1[C:6]([C:7]([OH:9])=[O:8])=[CH:5][CH:4]=[N:3]1.S(Cl)(Cl)=O.[CH3:14]O. (3) Given the product [OH:7][CH2:8][C@H:9]1[CH2:15][CH2:14][C:11]2([CH2:13][CH2:12]2)[O:10]1, predict the reactants needed to synthesize it. The reactants are: O1CCCCC1[O:7][CH2:8][C@H:9]1[CH2:15][CH2:14][C:11]2([CH2:13][CH2:12]2)[O:10]1.CC1C=CC(S([O-])(=O)=O)=CC=1.C1C=C[NH+]=CC=1. (4) Given the product [CH3:34][O:35][C:36]1[CH:37]=[C:38]([C:44]2[C@@H:53]3[C@@H:48]([CH2:49][CH2:50][CH2:51][CH2:52]3)[C:47](=[O:54])[N:46]([CH:55]3[CH2:56][CH2:57][N:58]([C:21](=[O:23])[C@H:9]([NH:8][C:6](=[O:7])[O:5][C:1]([CH3:3])([CH3:4])[CH3:2])[CH2:10][C:11]4[CH:16]=[CH:15][C:14]([C:17]([F:19])([F:20])[F:18])=[CH:13][CH:12]=4)[CH2:59][CH2:60]3)[N:45]=2)[CH:39]=[CH:40][C:41]=1[O:42][CH3:43], predict the reactants needed to synthesize it. The reactants are: [C:1]([O:5][C:6]([NH:8][C@@H:9]([C:21]([OH:23])=O)[CH2:10][C:11]1[CH:16]=[CH:15][C:14]([C:17]([F:20])([F:19])[F:18])=[CH:13][CH:12]=1)=[O:7])([CH3:4])([CH3:3])[CH3:2].CCN(C(C)C)C(C)C.Cl.[CH3:34][O:35][C:36]1[CH:37]=[C:38]([C:44]2[C@@H:53]3[C@@H:48]([CH2:49][CH2:50][CH2:51][CH2:52]3)[C:47](=[O:54])[N:46]([CH:55]3[CH2:60][CH2:59][NH:58][CH2:57][CH2:56]3)[N:45]=2)[CH:39]=[CH:40][C:41]=1[O:42][CH3:43].CCOC(C(C#N)=NOC(N1CCOCC1)=[N+](C)C)=O.F[P-](F)(F)(F)(F)F.C(=O)(O)[O-].[Na+]. (5) Given the product [Cl:33][C:20]1[CH:19]=[C:18]([NH:17][C:12]2[C:11]([C:10]#[C:9][C:5]3[CH:6]=[CH:7][CH:8]=[C:3]([CH2:2][NH:1][CH2:40][CH2:39][S:41]([CH3:44])(=[O:43])=[O:42])[CH:4]=3)=[CH:16][N:15]=[CH:14][N:13]=2)[CH:23]=[CH:22][C:21]=1[O:24][CH2:25][C:26]1[CH:31]=[CH:30][CH:29]=[C:28]([F:32])[CH:27]=1, predict the reactants needed to synthesize it. The reactants are: [NH2:1][CH2:2][C:3]1[CH:4]=[C:5]([C:9]#[C:10][C:11]2[C:12]([NH:17][C:18]3[CH:23]=[CH:22][C:21]([O:24][CH2:25][C:26]4[CH:31]=[CH:30][CH:29]=[C:28]([F:32])[CH:27]=4)=[C:20]([Cl:33])[CH:19]=3)=[N:13][CH:14]=[N:15][CH:16]=2)[CH:6]=[CH:7][CH:8]=1.CN(C=O)C.[CH:39]([S:41]([CH3:44])(=[O:43])=[O:42])=[CH2:40].C(N(CC)CC)C.